This data is from Full USPTO retrosynthesis dataset with 1.9M reactions from patents (1976-2016). The task is: Predict the reactants needed to synthesize the given product. (1) Given the product [CH3:15][O:16][C:17]1[C:18]([NH:23][CH:11]2[CH2:12][CH2:13][N:8]([C:6]([O:5][C:1]([CH3:4])([CH3:3])[CH3:2])=[O:7])[CH2:9][CH2:10]2)=[CH:19][CH:20]=[CH:21][CH:22]=1, predict the reactants needed to synthesize it. The reactants are: [C:1]([O:5][C:6]([N:8]1[CH2:13][CH2:12][C:11](=O)[CH2:10][CH2:9]1)=[O:7])([CH3:4])([CH3:3])[CH3:2].[CH3:15][O:16][C:17]1[C:18]([NH2:23])=[CH:19][CH:20]=[CH:21][CH:22]=1. (2) The reactants are: [NH2:1][C:2]1[CH:12]=[CH:11][C:5]([C:6]([O:8][CH2:9][CH3:10])=[O:7])=[CH:4][C:3]=1I.[Li+].[Cl-].C1C=CC(P(C2C=CC=CC=2)C2C=CC=CC=2)=CC=1.C([O-])([O-])=O.[K+].[K+].[C:41]1([C:47]#[C:48][CH3:49])[CH:46]=[CH:45][CH:44]=[CH:43][CH:42]=1. Given the product [C:41]1([C:47]2[NH:1][C:2]3[C:3]([C:48]=2[CH3:49])=[CH:4][C:5]([C:6]([O:8][CH2:9][CH3:10])=[O:7])=[CH:11][CH:12]=3)[CH:46]=[CH:45][CH:44]=[CH:43][CH:42]=1, predict the reactants needed to synthesize it. (3) Given the product [C:15]([Si:19]([CH3:21])([CH3:20])[O:1][C:2]1[CH:3]=[C:4]([CH:7]=[CH:8][CH:9]=1)[C:5]#[N:6])([CH3:18])([CH3:17])[CH3:16], predict the reactants needed to synthesize it. The reactants are: [OH:1][C:2]1[CH:3]=[C:4]([CH:7]=[CH:8][CH:9]=1)[C:5]#[N:6].N1C=CN=C1.[C:15]([Si:19](Cl)([CH3:21])[CH3:20])([CH3:18])([CH3:17])[CH3:16].O. (4) The reactants are: [F:1][C:2]1[N:7]=[CH:6][C:5]([CH2:8]O)=[CH:4][CH:3]=1.C(N(CC)CC)C.[CH3:17][S:18](Cl)(=[O:20])=[O:19]. Given the product [F:1][C:2]1[CH:3]=[CH:4][C:5]([CH2:8][S:18]([CH3:17])(=[O:20])=[O:19])=[CH:6][N:7]=1, predict the reactants needed to synthesize it. (5) Given the product [Br:36][C:34]1[CH:33]=[CH:32][C:31]([Cl:37])=[C:30]([CH:35]=1)[CH2:29][C:26]1[CH:25]=[CH:24][C:23]([O:22][CH2:21][CH2:20][O:6][C@H:3]2[CH2:4][CH2:5][O:1][CH2:2]2)=[CH:28][CH:27]=1, predict the reactants needed to synthesize it. The reactants are: [O:1]1[CH2:5][CH2:4][C@@H:3]([OH:6])[CH2:2]1.[H-].[Na+].CC1C=CC(S(O[CH2:20][CH2:21][O:22][C:23]2[CH:28]=[CH:27][C:26]([CH2:29][C:30]3[CH:35]=[C:34]([Br:36])[CH:33]=[CH:32][C:31]=3[Cl:37])=[CH:25][CH:24]=2)(=O)=O)=CC=1. (6) Given the product [CH:1]1([C:4]([NH:6][C:7]2[N:8]=[C:9]3[CH:14]=[CH:13][C:12]([S:15][C:16]4[CH:24]=[CH:23][CH:22]=[CH:21][C:17]=4[C:18]([NH:32][C:31]4[N:27]([CH3:26])[N:28]=[C:29]([CH3:33])[CH:30]=4)=[O:20])=[N:11][N:10]3[CH:25]=2)=[O:5])[CH2:2][CH2:3]1, predict the reactants needed to synthesize it. The reactants are: [CH:1]1([C:4]([NH:6][C:7]2[N:8]=[C:9]3[CH:14]=[CH:13][C:12]([S:15][C:16]4[CH:24]=[CH:23][CH:22]=[CH:21][C:17]=4[C:18]([OH:20])=O)=[N:11][N:10]3[CH:25]=2)=[O:5])[CH2:3][CH2:2]1.[CH3:26][N:27]1[C:31]([NH2:32])=[CH:30][C:29]([CH3:33])=[N:28]1.F[P-](F)(F)(F)(F)F.N1(OC(N(C)C)=[N+](C)C)C2N=CC=CC=2N=N1.C(N(CC)C(C)C)(C)C.